This data is from Peptide-MHC class I binding affinity with 185,985 pairs from IEDB/IMGT. The task is: Regression. Given a peptide amino acid sequence and an MHC pseudo amino acid sequence, predict their binding affinity value. This is MHC class I binding data. (1) The peptide sequence is YGGKKAVTY. The MHC is HLA-A30:01 with pseudo-sequence HLA-A30:01. The binding affinity (normalized) is 0.0847. (2) The peptide sequence is IPFIAYFVLM. The MHC is HLA-B53:01 with pseudo-sequence HLA-B53:01. The binding affinity (normalized) is 0.338. (3) The MHC is HLA-A01:01 with pseudo-sequence HLA-A01:01. The peptide sequence is TSTEPTTDY. The binding affinity (normalized) is 0.330. (4) The peptide sequence is DEQEFFYSQ. The MHC is HLA-B15:01 with pseudo-sequence HLA-B15:01. The binding affinity (normalized) is 0.0847. (5) The peptide sequence is MLASTLTDA. The MHC is HLA-A02:01 with pseudo-sequence HLA-A02:01. The binding affinity (normalized) is 0.490. (6) The peptide sequence is CHEGINPNM. The MHC is H-2-Db with pseudo-sequence H-2-Db. The binding affinity (normalized) is 0. (7) The peptide sequence is SIHEKFWPL. The MHC is HLA-B08:01 with pseudo-sequence HLA-B08:01. The binding affinity (normalized) is 0.971. (8) The peptide sequence is CARRRLRTL. The MHC is HLA-A01:01 with pseudo-sequence HLA-A01:01. The binding affinity (normalized) is 0.0847. (9) The peptide sequence is HRAYRADTF. The MHC is HLA-B58:01 with pseudo-sequence HLA-B58:01. The binding affinity (normalized) is 0.567. (10) The peptide sequence is KSINKVYGK. The MHC is HLA-B07:02 with pseudo-sequence HLA-B07:02. The binding affinity (normalized) is 0.